From a dataset of NCI-60 drug combinations with 297,098 pairs across 59 cell lines. Regression. Given two drug SMILES strings and cell line genomic features, predict the synergy score measuring deviation from expected non-interaction effect. (1) Synergy scores: CSS=20.6, Synergy_ZIP=-2.43, Synergy_Bliss=3.42, Synergy_Loewe=-22.4, Synergy_HSA=0.423. Cell line: MALME-3M. Drug 2: CN(C)N=NC1=C(NC=N1)C(=O)N. Drug 1: CC1C(C(CC(O1)OC2CC(CC3=C2C(=C4C(=C3O)C(=O)C5=C(C4=O)C(=CC=C5)OC)O)(C(=O)C)O)N)O.Cl. (2) Drug 1: CC1=CC2C(CCC3(C2CCC3(C(=O)C)OC(=O)C)C)C4(C1=CC(=O)CC4)C. Drug 2: COC1=C2C(=CC3=C1OC=C3)C=CC(=O)O2. Cell line: SW-620. Synergy scores: CSS=-1.12, Synergy_ZIP=1.31, Synergy_Bliss=1.64, Synergy_Loewe=0.231, Synergy_HSA=-1.07. (3) Drug 1: CN1CCC(CC1)COC2=C(C=C3C(=C2)N=CN=C3NC4=C(C=C(C=C4)Br)F)OC. Drug 2: CC1CCCC2(C(O2)CC(NC(=O)CC(C(C(=O)C(C1O)C)(C)C)O)C(=CC3=CSC(=N3)C)C)C. Cell line: NCI-H226. Synergy scores: CSS=13.8, Synergy_ZIP=-0.762, Synergy_Bliss=3.19, Synergy_Loewe=1.60, Synergy_HSA=2.66. (4) Drug 1: CC1=C(C=C(C=C1)NC(=O)C2=CC=C(C=C2)CN3CCN(CC3)C)NC4=NC=CC(=N4)C5=CN=CC=C5. Drug 2: CN1C2=C(C=C(C=C2)N(CCCl)CCCl)N=C1CCCC(=O)O.Cl. Cell line: HCT-15. Synergy scores: CSS=0.382, Synergy_ZIP=2.60, Synergy_Bliss=7.27, Synergy_Loewe=-3.24, Synergy_HSA=-0.599. (5) Drug 1: C1=CC=C(C(=C1)C(C2=CC=C(C=C2)Cl)C(Cl)Cl)Cl. Synergy scores: CSS=46.4, Synergy_ZIP=-0.759, Synergy_Bliss=1.25, Synergy_Loewe=-33.9, Synergy_HSA=1.98. Drug 2: C1=NC2=C(N1)C(=S)N=CN2. Cell line: NCI-H322M. (6) Drug 1: CC1OCC2C(O1)C(C(C(O2)OC3C4COC(=O)C4C(C5=CC6=C(C=C35)OCO6)C7=CC(=C(C(=C7)OC)O)OC)O)O. Drug 2: CC=C1C(=O)NC(C(=O)OC2CC(=O)NC(C(=O)NC(CSSCCC=C2)C(=O)N1)C(C)C)C(C)C. Cell line: HCT-15. Synergy scores: CSS=48.8, Synergy_ZIP=0.491, Synergy_Bliss=1.86, Synergy_Loewe=2.44, Synergy_HSA=2.09.